This data is from Catalyst prediction with 721,799 reactions and 888 catalyst types from USPTO. The task is: Predict which catalyst facilitates the given reaction. Reactant: Cl[CH2:2][CH2:3][CH2:4][N:5]1[CH2:11][CH2:10][C:9](=[O:12])[C:8]2[N:13]([CH3:16])[CH:14]=[CH:15][C:7]=2[S:6]1(=[O:18])=[O:17].Cl.[F:20][C:21]1[CH:34]=[CH:33][C:24]([C:25]([CH:27]2[CH2:32][CH2:31][NH:30][CH2:29][CH2:28]2)=[O:26])=[CH:23][CH:22]=1.C(=O)([O-])O.[Na+].[I-].[Na+]. Product: [F:20][C:21]1[CH:22]=[CH:23][C:24]([C:25]([CH:27]2[CH2:32][CH2:31][N:30]([CH2:2][CH2:3][CH2:4][N:5]3[CH2:11][CH2:10][C:9](=[O:12])[C:8]4[N:13]([CH3:16])[CH:14]=[CH:15][C:7]=4[S:6]3(=[O:18])=[O:17])[CH2:29][CH2:28]2)=[O:26])=[CH:33][CH:34]=1. The catalyst class is: 10.